From a dataset of Forward reaction prediction with 1.9M reactions from USPTO patents (1976-2016). Predict the product of the given reaction. Given the reactants [CH2:1]([CH:8]1[C:20]2[C:21]3[N:12]([CH2:13][CH2:14][NH:15][C:16]=3[CH:17]=[CH:18][CH:19]=2)[CH2:11][CH2:10][NH:9]1)[C:2]1[CH:7]=[CH:6][CH:5]=[CH:4][CH:3]=1.C(N(CC)C(C)C)(C)C.[C:31](O[C:31]([O:33][C:34]([CH3:37])([CH3:36])[CH3:35])=[O:32])([O:33][C:34]([CH3:37])([CH3:36])[CH3:35])=[O:32].C(O)(=O)CC(CC(O)=O)(C(O)=O)O, predict the reaction product. The product is: [CH2:1]([CH:8]1[C:20]2[C:21]3[N:12]([CH2:13][CH:14]([C:31]([O:33][C:34]([CH3:37])([CH3:36])[CH3:35])=[O:32])[NH:15][C:16]=3[CH:17]=[CH:18][CH:19]=2)[CH2:11][CH2:10][NH:9]1)[C:2]1[CH:7]=[CH:6][CH:5]=[CH:4][CH:3]=1.